From a dataset of Aqueous solubility values for 9,982 compounds from the AqSolDB database. Regression/Classification. Given a drug SMILES string, predict its absorption, distribution, metabolism, or excretion properties. Task type varies by dataset: regression for continuous measurements (e.g., permeability, clearance, half-life) or binary classification for categorical outcomes (e.g., BBB penetration, CYP inhibition). For this dataset (solubility_aqsoldb), we predict Y. (1) The molecule is CCCCCCCCCCCCCCCCCCO. The Y is -5.43 log mol/L. (2) The molecule is CCCCCCCCCCO. The Y is -3.63 log mol/L. (3) The compound is COS(=O)(=O)[O-].COc1ccc(N(C)N=CC2=[N+](C)c3ccccc3C2(C)C)cc1. The Y is -1.69 log mol/L. (4) The molecule is Cc1coc2cc3oc(=O)c(N)cc3cc12. The Y is -5.08 log mol/L. (5) The drug is C=C(C)C(=O)OC1CCCCC1. The Y is -3.09 log mol/L. (6) The molecule is O=C(O)C1CN2CCC1CC2C(O)c1ccnc2ccccc12. The Y is -1.94 log mol/L.